From a dataset of CYP2C9 inhibition data for predicting drug metabolism from PubChem BioAssay. Regression/Classification. Given a drug SMILES string, predict its absorption, distribution, metabolism, or excretion properties. Task type varies by dataset: regression for continuous measurements (e.g., permeability, clearance, half-life) or binary classification for categorical outcomes (e.g., BBB penetration, CYP inhibition). Dataset: cyp2c9_veith. (1) The compound is CCc1cc2c(=O)c(-c3nc4ccccc4n3C)c(C)oc2c(CN(CC)CC)c1O. The result is 1 (inhibitor). (2) The drug is COc1ccc2c(c1)[C@]13CCCC[C@@H]1[C@H](C2)N(C)CC3. The result is 0 (non-inhibitor).